From a dataset of Full USPTO retrosynthesis dataset with 1.9M reactions from patents (1976-2016). Predict the reactants needed to synthesize the given product. (1) Given the product [CH3:23][N:22]([CH3:24])[C:17]1[N:16]=[C:15]([NH:14][C@@H:11]2[CH2:12][CH2:13][C@H:8]([NH2:7])[CH2:9][CH2:10]2)[CH:20]=[C:19]([CH3:21])[N:18]=1, predict the reactants needed to synthesize it. The reactants are: C(OC(=O)[NH:7][C@H:8]1[CH2:13][CH2:12][C@@H:11]([NH:14][C:15]2[CH:20]=[C:19]([CH3:21])[N:18]=[C:17]([N:22]([CH3:24])[CH3:23])[N:16]=2)[CH2:10][CH2:9]1)(C)(C)C.C(O)(C(F)(F)F)=O. (2) Given the product [C:23]([C:25]1[CH:26]=[N:27][C:28]2[C:33]([CH:34]=1)=[CH:32][CH:31]=[C:30]([O:35][C:2]1[C:11]3[C:6](=[CH:7][C:8]([O:14][CH2:15][CH:16]4[CH2:21][CH2:20][N:19]([CH3:22])[CH2:18][CH2:17]4)=[C:9]([O:12][CH3:13])[CH:10]=3)[N:5]=[CH:4][N:3]=1)[CH:29]=2)#[N:24], predict the reactants needed to synthesize it. The reactants are: Cl[C:2]1[C:11]2[C:6](=[CH:7][C:8]([O:14][CH2:15][CH:16]3[CH2:21][CH2:20][N:19]([CH3:22])[CH2:18][CH2:17]3)=[C:9]([O:12][CH3:13])[CH:10]=2)[N:5]=[CH:4][N:3]=1.[C:23]([C:25]1[CH:26]=[N:27][C:28]2[C:33]([CH:34]=1)=[CH:32][CH:31]=[C:30]([OH:35])[CH:29]=2)#[N:24].C(=O)([O-])[O-].[K+].[K+].